From a dataset of Forward reaction prediction with 1.9M reactions from USPTO patents (1976-2016). Predict the product of the given reaction. (1) Given the reactants [Br:1][C:2]1[C:9]([CH3:10])=[C:8]([F:11])[CH:7]=[C:6]([Br:12])[C:3]=1[C:4]#[N:5], predict the reaction product. The product is: [Br:1][C:2]1[C:9]([CH3:10])=[C:8]([F:11])[CH:7]=[C:6]([Br:12])[C:3]=1[CH2:4][NH2:5]. (2) Given the reactants [CH2:1]([O:3][C:4]([C:6]1([C:9]2[CH:14]=[CH:13][C:12]([C:15]3[CH:20]=[CH:19][C:18]([C:21]4[O:25][N:24]=[C:23]([CH3:26])[C:22]=4[NH:27][C:28]4[CH:33]=[CH:32][CH:31]=[C:30](Br)[N:29]=4)=[CH:17][CH:16]=3)=[CH:11][CH:10]=2)[CH2:8][CH2:7]1)=[O:5])[CH3:2].[N:35]1[CH:40]=[CH:39][C:38](B(O)O)=[CH:37][CH:36]=1, predict the reaction product. The product is: [CH2:1]([O:3][C:4]([C:6]1([C:9]2[CH:14]=[CH:13][C:12]([C:15]3[CH:20]=[CH:19][C:18]([C:21]4[O:25][N:24]=[C:23]([CH3:26])[C:22]=4[NH:27][C:28]4[N:29]=[C:30]([C:38]5[CH:39]=[CH:40][N:35]=[CH:36][CH:37]=5)[CH:31]=[CH:32][CH:33]=4)=[CH:17][CH:16]=3)=[CH:11][CH:10]=2)[CH2:8][CH2:7]1)=[O:5])[CH3:2]. (3) Given the reactants [CH3:1][C:2]1[CH:3]=[C:4]([CH2:9][OH:10])[CH:5]=[C:6]([CH3:8])[CH:7]=1.[NH:11]1[CH2:16][CH2:15][CH:14]([NH:17][C:18](=[O:24])[O:19][C:20]([CH3:23])([CH3:22])[CH3:21])[CH2:13][CH2:12]1.CN([CH:28]=[O:29])C, predict the reaction product. The product is: [C:20]([O:19][C:18]([NH:17][CH:14]1[CH2:13][CH2:12][N:11]([C:28]([O:10][CH2:9][C:4]2[CH:5]=[C:6]([CH3:8])[CH:7]=[C:2]([CH3:1])[CH:3]=2)=[O:29])[CH2:16][CH2:15]1)=[O:24])([CH3:21])([CH3:23])[CH3:22].